From a dataset of Forward reaction prediction with 1.9M reactions from USPTO patents (1976-2016). Predict the product of the given reaction. (1) Given the reactants F[C:2]1[CH:10]=[CH:9][C:8]([S:11]([CH3:14])(=[O:13])=[O:12])=[CH:7][C:3]=1[C:4]([OH:6])=[O:5].C(=O)([O-])[O-:16].[Cs+].[Cs+].[F:21][C:22]([F:28])([F:27])[CH:23]([CH3:26])[CH2:24]O.C(O)=O, predict the reaction product. The product is: [CH3:14][S:11]([C:8]1[CH:9]=[CH:10][C:2]([O:16][C:23]([CH3:26])([CH3:24])[C:22]([F:28])([F:27])[F:21])=[C:3]([CH:7]=1)[C:4]([OH:6])=[O:5])(=[O:13])=[O:12]. (2) Given the reactants Br[C:2]1[N:3]=[C:4]([O:7][CH:8]2[CH2:13][CH2:12][N:11]([C:14]([O:16][C:17]([CH3:20])([CH3:19])[CH3:18])=[O:15])[CH2:10][CH2:9]2)[S:5][CH:6]=1.[N:21]1([C:26]2[CH:27]=[C:28]3[C:32](=[CH:33][CH:34]=2)[NH:31][CH:30]=[CH:29]3)[CH:25]=[N:24][CH:23]=[N:22]1, predict the reaction product. The product is: [C:17]([O:16][C:14]([N:11]1[CH2:12][CH2:13][CH:8]([O:7][C:4]2[S:5][CH:6]=[C:2]([N:31]3[C:32]4[C:28](=[CH:27][C:26]([N:21]5[CH:25]=[N:24][CH:23]=[N:22]5)=[CH:34][CH:33]=4)[CH:29]=[CH:30]3)[N:3]=2)[CH2:9][CH2:10]1)=[O:15])([CH3:20])([CH3:19])[CH3:18]. (3) Given the reactants [CH3:1][O:2][C@H:3]1[C@@H:9]2[O:10][CH2:11][C@H:12]([O:13]S(C)(=O)=O)[C@@H:8]2[O:7][C@H:4]1[O:5][CH3:6].C(=O)([O-])[O-].[K+].[K+].FC(F)(F)C(O)=O.[Br:31][C:32]1[CH:37]=[CH:36][C:35]([NH:38][C:39]2[C:48]3[C:43](=[CH:44][C:45](O)=[C:46]([O:49][CH3:50])[CH:47]=3)[N:42]=[CH:41][N:40]=2)=[CH:34][C:33]=1[Cl:52].Cl, predict the reaction product. The product is: [ClH:52].[Br:31][C:32]1[CH:37]=[CH:36][C:35]([NH:38][C:39]2[C:48]3[C:43](=[CH:44][C:45]([O:13][C@@H:12]4[CH2:11][O:10][C@H:9]5[C@H:3]([O:2][CH3:1])[C@@H:4]([O:7][C@@H:8]45)[O:5][CH3:6])=[C:46]([O:49][CH3:50])[CH:47]=3)[N:42]=[CH:41][N:40]=2)=[CH:34][C:33]=1[Cl:52]. (4) Given the reactants CS([C:4]1[N:8]=[C:7]([C:9]2[CH:14]=[CH:13][CH:12]=[CH:11][CH:10]=2)[S:6][N:5]=1)=O.CS(C1N=C(C2C=CC=CC=2)SN=1)(=O)=O.[CH2:30]([OH:33])[C:31]#[CH:32].[H-].[Na+].[Cl-].[Na+], predict the reaction product. The product is: [C:9]1([C:7]2[S:6][N:5]=[C:4]([O:33][CH2:30][C:31]#[CH:32])[N:8]=2)[CH:14]=[CH:13][CH:12]=[CH:11][CH:10]=1. (5) Given the reactants C1(P(N=[N+]=[N-])(C2C=CC=CC=2)=[O:8])C=CC=CC=1.[C:18]1([C:24]2[N:25]=[C:26]3[CH:31]=[C:30](C(O)=O)[CH:29]=[CH:28][N:27]3[CH:35]=2)[CH:23]=[CH:22][CH:21]=[CH:20][CH:19]=1.C([N:38]([CH2:41]C)CC)C.[C:43]([OH:47])([CH3:46])([CH3:45])[CH3:44], predict the reaction product. The product is: [C:43]([O:47][C:41](=[O:8])[NH:38][C:30]1[CH:29]=[CH:28][N:27]2[CH:35]=[C:24]([C:18]3[CH:19]=[CH:20][CH:21]=[CH:22][CH:23]=3)[N:25]=[C:26]2[CH:31]=1)([CH3:46])([CH3:45])[CH3:44]. (6) Given the reactants [Cl:1][C:2]1[CH:3]=[C:4](I)[CH:5]=[CH:6][CH:7]=1.C(=O)(O)[O-].[Na+].[CH2:14]([OH:18])[CH:15]=[CH:16][CH3:17].O, predict the reaction product. The product is: [Cl:1][C:2]1[CH:3]=[C:4]([CH:16]([CH3:17])[CH2:15][CH:14]=[O:18])[CH:5]=[CH:6][CH:7]=1. (7) Given the reactants C(O[C:6](=O)[N:7]([C:9]1[CH:14]=[C:13]([O:15][C:16]2[CH:21]=[CH:20][CH:19]=[C:18]([N:22]3[CH2:27][CH2:26][O:25][CH2:24][CH2:23]3)[CH:17]=2)[CH:12]=[CH:11][C:10]=1[NH2:28])C)(C)(C)C.[C:30](O)(=O)[CH2:31][OH:32], predict the reaction product. The product is: [CH3:6][N:7]1[C:9]2[CH:14]=[C:13]([O:15][C:16]3[CH:21]=[CH:20][CH:19]=[C:18]([N:22]4[CH2:23][CH2:24][O:25][CH2:26][CH2:27]4)[CH:17]=3)[CH:12]=[CH:11][C:10]=2[N:28]=[C:30]1[CH2:31][OH:32].